Dataset: NCI-60 drug combinations with 297,098 pairs across 59 cell lines. Task: Regression. Given two drug SMILES strings and cell line genomic features, predict the synergy score measuring deviation from expected non-interaction effect. (1) Drug 1: CC1C(C(CC(O1)OC2CC(CC3=C2C(=C4C(=C3O)C(=O)C5=C(C4=O)C(=CC=C5)OC)O)(C(=O)C)O)N)O.Cl. Drug 2: CCN(CC)CCNC(=O)C1=C(NC(=C1C)C=C2C3=C(C=CC(=C3)F)NC2=O)C. Cell line: TK-10. Synergy scores: CSS=17.4, Synergy_ZIP=-3.83, Synergy_Bliss=2.39, Synergy_Loewe=-6.77, Synergy_HSA=-0.365. (2) Drug 1: C(=O)(N)NO. Drug 2: COC1=NC(=NC2=C1N=CN2C3C(C(C(O3)CO)O)O)N. Cell line: HCT116. Synergy scores: CSS=2.69, Synergy_ZIP=-2.92, Synergy_Bliss=-7.37, Synergy_Loewe=-6.60, Synergy_HSA=-6.89. (3) Drug 1: CC1=C2C(C(=O)C3(C(CC4C(C3C(C(C2(C)C)(CC1OC(=O)C(C(C5=CC=CC=C5)NC(=O)OC(C)(C)C)O)O)OC(=O)C6=CC=CC=C6)(CO4)OC(=O)C)OC)C)OC. Drug 2: C1CN(P(=O)(OC1)NCCCl)CCCl. Cell line: RXF 393. Synergy scores: CSS=54.8, Synergy_ZIP=21.1, Synergy_Bliss=20.9, Synergy_Loewe=-8.63, Synergy_HSA=20.8. (4) Drug 1: CC1C(C(CC(O1)OC2CC(CC3=C2C(=C4C(=C3O)C(=O)C5=C(C4=O)C(=CC=C5)OC)O)(C(=O)C)O)N)O.Cl. Drug 2: COC1=C2C(=CC3=C1OC=C3)C=CC(=O)O2. Cell line: SK-MEL-5. Synergy scores: CSS=20.4, Synergy_ZIP=-4.26, Synergy_Bliss=0.156, Synergy_Loewe=-14.4, Synergy_HSA=-3.00. (5) Drug 1: COC1=NC(=NC2=C1N=CN2C3C(C(C(O3)CO)O)O)N. Drug 2: CC12CCC3C(C1CCC2O)C(CC4=C3C=CC(=C4)O)CCCCCCCCCS(=O)CCCC(C(F)(F)F)(F)F. Cell line: KM12. Synergy scores: CSS=26.7, Synergy_ZIP=-0.435, Synergy_Bliss=-2.76, Synergy_Loewe=-9.11, Synergy_HSA=-4.91. (6) Drug 2: CC1=C2C(C(=O)C3(C(CC4C(C3C(C(C2(C)C)(CC1OC(=O)C(C(C5=CC=CC=C5)NC(=O)C6=CC=CC=C6)O)O)OC(=O)C7=CC=CC=C7)(CO4)OC(=O)C)O)C)OC(=O)C. Drug 1: CCC1=CC2CC(C3=C(CN(C2)C1)C4=CC=CC=C4N3)(C5=C(C=C6C(=C5)C78CCN9C7C(C=CC9)(C(C(C8N6C)(C(=O)OC)O)OC(=O)C)CC)OC)C(=O)OC.C(C(C(=O)O)O)(C(=O)O)O. Cell line: EKVX. Synergy scores: CSS=47.3, Synergy_ZIP=-6.23, Synergy_Bliss=-5.77, Synergy_Loewe=-2.74, Synergy_HSA=-2.72. (7) Drug 1: CC(C1=C(C=CC(=C1Cl)F)Cl)OC2=C(N=CC(=C2)C3=CN(N=C3)C4CCNCC4)N. Drug 2: CCC1(CC2CC(C3=C(CCN(C2)C1)C4=CC=CC=C4N3)(C5=C(C=C6C(=C5)C78CCN9C7C(C=CC9)(C(C(C8N6C=O)(C(=O)OC)O)OC(=O)C)CC)OC)C(=O)OC)O.OS(=O)(=O)O. Cell line: SR. Synergy scores: CSS=96.1, Synergy_ZIP=11.3, Synergy_Bliss=9.25, Synergy_Loewe=5.77, Synergy_HSA=10.5. (8) Drug 1: CS(=O)(=O)CCNCC1=CC=C(O1)C2=CC3=C(C=C2)N=CN=C3NC4=CC(=C(C=C4)OCC5=CC(=CC=C5)F)Cl. Drug 2: CC12CCC3C(C1CCC2O)C(CC4=C3C=CC(=C4)O)CCCCCCCCCS(=O)CCCC(C(F)(F)F)(F)F. Cell line: CAKI-1. Synergy scores: CSS=0.468, Synergy_ZIP=1.83, Synergy_Bliss=-5.74, Synergy_Loewe=-9.16, Synergy_HSA=-5.68. (9) Drug 1: C1CC(=O)NC(=O)C1N2CC3=C(C2=O)C=CC=C3N. Drug 2: CC1=C(C(=CC=C1)Cl)NC(=O)C2=CN=C(S2)NC3=CC(=NC(=N3)C)N4CCN(CC4)CCO. Cell line: NCI-H226. Synergy scores: CSS=16.5, Synergy_ZIP=-0.930, Synergy_Bliss=2.31, Synergy_Loewe=-5.80, Synergy_HSA=1.65. (10) Drug 1: CN(CC1=CN=C2C(=N1)C(=NC(=N2)N)N)C3=CC=C(C=C3)C(=O)NC(CCC(=O)O)C(=O)O. Drug 2: CC1=C(C(CCC1)(C)C)C=CC(=CC=CC(=CC(=O)O)C)C. Cell line: K-562. Synergy scores: CSS=67.1, Synergy_ZIP=1.59, Synergy_Bliss=-1.09, Synergy_Loewe=-22.2, Synergy_HSA=-1.83.